Dataset: Reaction yield outcomes from USPTO patents with 853,638 reactions. Task: Predict the reaction yield, written as a fraction of the theoretical maximum amount of product (1.0 means a 100% yield; for example, 0.34 means a 34% yield). (1) The reactants are [CH3:1][C:2]1[CH:7]=[CH:6][C:5]([CH3:8])=[CH:4][C:3]=1[CH:9](Cl)[CH3:10].[SH:12][C:13]1[CH:18]=[CH:17][CH:16]=[CH:15][N+:14]=1[O-:19].[Na]. No catalyst specified. The product is [CH3:1][C:2]1[CH:7]=[CH:6][C:5]([CH3:8])=[CH:4][C:3]=1[CH:9]([S:12][C:13]1[CH:18]=[CH:17][CH:16]=[CH:15][N+:14]=1[O-:19])[CH3:10]. The yield is 0.830. (2) The yield is 0.350. The product is [Br:1][C:2]1[CH:19]=[CH:18][C:5]([CH2:6][O:7][C:8]2[C:9]([CH2:15][CH2:16][NH:17][CH2:20][C:22]3[CH:31]=[CH:30][C:25]([C:26]([O:28][CH3:29])=[O:27])=[CH:24][CH:23]=3)=[N:10][C:11]([CH3:14])=[CH:12][CH:13]=2)=[CH:4][CH:3]=1. The reactants are [Br:1][C:2]1[CH:19]=[CH:18][C:5]([CH2:6][O:7][C:8]2[C:9]([CH2:15][CH2:16][NH2:17])=[N:10][C:11]([CH3:14])=[CH:12][CH:13]=2)=[CH:4][CH:3]=1.[CH:20]([C:22]1[CH:31]=[CH:30][C:25]([C:26]([O:28][CH3:29])=[O:27])=[CH:24][CH:23]=1)=O.[BH4-].[Na+].O. The catalyst is C(O)C. (3) The reactants are [CH:1]([C:4]1[CH:8]=[CH:7][NH:6][N:5]=1)([CH3:3])[CH3:2].Cl[C:10]1[CH:15]=[CH:14][C:13]([C:16]([F:19])([F:18])[F:17])=[CH:12][N:11]=1.[OH-].[Na+].Cl. The catalyst is C1(C)C=CC=CC=1.O.CN1CCCC1=O. The product is [CH:1]([C:4]1[CH:8]=[CH:7][N:6]([C:10]2[CH:15]=[CH:14][C:13]([C:16]([F:19])([F:18])[F:17])=[CH:12][N:11]=2)[N:5]=1)([CH3:3])[CH3:2]. The yield is 0.800. (4) The reactants are [CH2:1]([O:5][C:6]1[N:14]=[C:13]2[C:9]([NH:10][C:11](=[O:41])[N:12]2[CH2:15][CH:16]2[CH2:21][CH2:20][N:19]([CH2:22][CH2:23][CH2:24][N:25]([CH2:27][CH2:28][O:29][C:30]3[CH:35]=[CH:34][CH:33]=[C:32]([CH2:36][C:37]([O:39]C)=[O:38])[CH:31]=3)[CH3:26])[CH2:18][CH2:17]2)=[C:8]([NH2:42])[N:7]=1)[CH2:2][CH2:3][CH3:4].[OH-].[Na+].Cl. No catalyst specified. The product is [CH2:1]([O:5][C:6]1[N:14]=[C:13]2[C:9]([NH:10][C:11](=[O:41])[N:12]2[CH2:15][CH:16]2[CH2:21][CH2:20][N:19]([CH2:22][CH2:23][CH2:24][N:25]([CH2:27][CH2:28][O:29][C:30]3[CH:35]=[CH:34][CH:33]=[C:32]([CH2:36][C:37]([OH:39])=[O:38])[CH:31]=3)[CH3:26])[CH2:18][CH2:17]2)=[C:8]([NH2:42])[N:7]=1)[CH2:2][CH2:3][CH3:4]. The yield is 1.00. (5) The reactants are [C:1]([N:8]1[CH2:12][CH2:11][C@H:10]([NH2:13])[CH2:9]1)([O:3][C:4]([CH3:7])([CH3:6])[CH3:5])=[O:2].[CH3:14][N:15]1[CH2:20][CH2:19][C:18](=O)[CH2:17][CH2:16]1. The catalyst is C1COCC1. The product is [C:4]([O:3][C:1]([N:8]1[CH2:12][CH2:11][C@H:10]([NH:13][CH:18]2[CH2:19][CH2:20][N:15]([CH3:14])[CH2:16][CH2:17]2)[CH2:9]1)=[O:2])([CH3:7])([CH3:6])[CH3:5]. The yield is 0.990.